This data is from Catalyst prediction with 721,799 reactions and 888 catalyst types from USPTO. The task is: Predict which catalyst facilitates the given reaction. (1) Reactant: [NH2:1][C:2]1[CH:10]=[CH:9][C:5]([C:6]([OH:8])=[O:7])=[C:4]([OH:11])[CH:3]=1.[C:12]([O:17][CH2:18][CH2:19][N:20]=[C:21]=[O:22])(=[O:16])[C:13]([CH3:15])=[CH2:14]. Product: [OH:11][C:4]1[CH:3]=[C:2]([NH:1][C:21]([NH:20][CH2:19][CH2:18][O:17][C:12](=[O:16])[C:13]([CH3:15])=[CH2:14])=[O:22])[CH:10]=[CH:9][C:5]=1[C:6]([OH:8])=[O:7]. The catalyst class is: 21. (2) Reactant: [CH3:1][O:2][C:3]1[CH:11]=[C:10]2[C:6]([C:7]([CH3:23])=[C:8]([C:12]([NH:14][NH:15]C(OC(C)(C)C)=O)=[O:13])[NH:9]2)=[CH:5][CH:4]=1.C(O)(C(F)(F)F)=O. Product: [CH3:1][O:2][C:3]1[CH:11]=[C:10]2[C:6]([C:7]([CH3:23])=[C:8]([C:12]([NH:14][NH2:15])=[O:13])[NH:9]2)=[CH:5][CH:4]=1. The catalyst class is: 4. (3) Reactant: [N+:1]([O-:4])(O)=[O:2].S(=O)(=O)(O)O.[C:10]1([CH:16]2[CH2:20][CH2:19][CH:18]([C:21]([O:23][CH3:24])=[O:22])[CH2:17]2)[CH:15]=[CH:14][CH:13]=[CH:12][CH:11]=1. Product: [N+:1]([C:13]1[CH:14]=[CH:15][C:10]([CH:16]2[CH2:20][CH2:19][CH:18]([C:21]([O:23][CH3:24])=[O:22])[CH2:17]2)=[CH:11][CH:12]=1)([O-:4])=[O:2]. The catalyst class is: 53. (4) Reactant: [N+:1]([C:4]1[CH:5]=[C:6]2[C:10](=[CH:11][CH:12]=1)[NH:9][C:8]([C:13]([O:15][CH2:16][CH3:17])=[O:14])=[CH:7]2)([O-:3])=[O:2].C([O-])([O-])=O.[Cs+].[Cs+].Br[CH2:25][CH:26]1[CH2:28][CH2:27]1. Product: [CH:26]1([CH2:25][N:9]2[C:10]3[C:6](=[CH:5][C:4]([N+:1]([O-:3])=[O:2])=[CH:12][CH:11]=3)[CH:7]=[C:8]2[C:13]([O:15][CH2:16][CH3:17])=[O:14])[CH2:28][CH2:27]1. The catalyst class is: 23. (5) Reactant: [C:1]([C:5]1[CH:6]=[C:7]([OH:11])[CH:8]=[CH:9][CH:10]=1)([CH3:4])([CH3:3])[CH3:2].[Cl:12][CH2:13][C:14]([NH:16][CH2:17]O)=[O:15].OS(O)(=O)=O.C([O-])(O)=O.[Na+]. Product: [C:1]([C:5]1[CH:10]=[CH:9][C:8]([CH2:17][NH:16][C:14](=[O:15])[CH2:13][Cl:12])=[C:7]([OH:11])[CH:6]=1)([CH3:4])([CH3:2])[CH3:3]. The catalyst class is: 15. (6) The catalyst class is: 31. Reactant: [Br:1][C:2]1[N:6]2[N:7]=[C:8]([C:11]3[CH:19]=[CH:18][C:14]([C:15]([OH:17])=O)=[CH:13][CH:12]=3)[CH:9]=[CH:10][C:5]2=[N:4][CH:3]=1.CN1CCOCC1.CN(C(ON1N=NC2C=CC=NC1=2)=[N+](C)C)C.F[P-](F)(F)(F)(F)F.[CH3:51][N:52]([CH3:59])[CH:53]1[CH2:58][CH2:57][NH:56][CH2:55][CH2:54]1. Product: [Br:1][C:2]1[N:6]2[N:7]=[C:8]([C:11]3[CH:12]=[CH:13][C:14]([C:15]([N:56]4[CH2:57][CH2:58][CH:53]([N:52]([CH3:59])[CH3:51])[CH2:54][CH2:55]4)=[O:17])=[CH:18][CH:19]=3)[CH:9]=[CH:10][C:5]2=[N:4][CH:3]=1. (7) Reactant: Cl.[Si]([O:19][CH2:20][CH2:21][O:22][CH2:23][C@H:24]([O:35][C:36]1[C:37]2[N:44]=[N:43][N:42]([C:45]3[CH:50]=[CH:49][CH:48]=[CH:47][C:46]=3[Cl:51])[C:38]=2[N:39]=[CH:40][N:41]=1)[C:25]([NH:27][C:28]1[CH:33]=[CH:32][C:31]([CH3:34])=[CH:30][N:29]=1)=[O:26])(C(C)(C)C)(C1C=CC=CC=1)C1C=CC=CC=1. Product: [Cl:51][C:46]1[CH:47]=[CH:48][CH:49]=[CH:50][C:45]=1[N:42]1[C:38]2[N:39]=[CH:40][N:41]=[C:36]([O:35][C@@H:24]([CH2:23][O:22][CH2:21][CH2:20][OH:19])[C:25]([NH:27][C:28]3[CH:33]=[CH:32][C:31]([CH3:34])=[CH:30][N:29]=3)=[O:26])[C:37]=2[N:44]=[N:43]1. The catalyst class is: 5. (8) Reactant: CN(C)C=O.[CH3:6][O:7][C:8]1[CH:17]=[C:16]2[C:11]([C:12]([CH3:19])=[CH:13][C:14](=[O:18])[NH:15]2)=[CH:10][CH:9]=1.[H-].[Na+].CS(O[CH2:27][CH2:28][CH:29]1[CH2:38][CH2:37][C:32]2([O:36][CH2:35][CH2:34][O:33]2)[CH2:31][CH2:30]1)(=O)=O. Product: [O:33]1[C:32]2([CH2:31][CH2:30][CH:29]([CH2:28][CH2:27][N:15]3[C:16]4[C:11](=[CH:10][CH:9]=[C:8]([O:7][CH3:6])[CH:17]=4)[C:12]([CH3:19])=[CH:13][C:14]3=[O:18])[CH2:38][CH2:37]2)[O:36][CH2:35][CH2:34]1. The catalyst class is: 84.